This data is from Forward reaction prediction with 1.9M reactions from USPTO patents (1976-2016). The task is: Predict the product of the given reaction. (1) Given the reactants Br[CH2:2][C:3]1[CH:12]=[CH:11][C:10]2[C:5](=[CH:6][CH:7]=[CH:8][CH:9]=2)[CH:4]=1.[S:13]([O-:16])([O-:15])=[O:14].[Na+:17].[Na+], predict the reaction product. The product is: [CH:4]1[C:5]2[C:10](=[CH:9][CH:8]=[CH:7][CH:6]=2)[CH:11]=[CH:12][C:3]=1[CH2:2][S:13]([O-:16])(=[O:15])=[O:14].[Na+:17]. (2) Given the reactants [CH3:1][C@H:2]1[O:7][CH2:6][C@@H:5]([C:8]2[CH:13]=[CH:12][CH:11]=[CH:10][CH:9]=2)[NH:4][CH2:3]1.Cl[C:15]1[N:20]=[C:19]([NH:21][C:22](=[O:27])[C:23]([CH3:26])([CH3:25])[CH3:24])[C:18]([CH:28]=[O:29])=[CH:17][CH:16]=1.C(N(C(C)C)CC)(C)C, predict the reaction product. The product is: [CH:28]([C:18]1[C:19]([NH:21][C:22](=[O:27])[C:23]([CH3:25])([CH3:24])[CH3:26])=[N:20][C:15]([N:4]2[C@H:5]([C:8]3[CH:9]=[CH:10][CH:11]=[CH:12][CH:13]=3)[CH2:6][O:7][C@H:2]([CH3:1])[CH2:3]2)=[CH:16][CH:17]=1)=[O:29]. (3) The product is: [CH3:11][N:12]([CH3:23])[C:13]1[CH:21]=[CH:20][C:16]([C:17]2[O:1][N:2]=[C:3]([C:5]3[CH:10]=[CH:9][CH:8]=[CH:7][N:6]=3)[N:4]=2)=[C:15]([OH:22])[CH:14]=1. Given the reactants [OH:1][NH:2][C:3]([C:5]1[CH:10]=[CH:9][CH:8]=[CH:7][N:6]=1)=[NH:4].[CH3:11][N:12]([CH3:23])[C:13]1[CH:14]=[C:15]([OH:22])[C:16](=[CH:20][CH:21]=1)[C:17](O)=O, predict the reaction product. (4) The product is: [I:31][CH2:34][CH2:33][CH2:37][C:4]1[CH:3]=[CH:2][C:6]2[O:5][CH2:14][CH2:13][N:12]([S:27]([C:18]3[CH:19]=[CH:20][C:21]4[C:26](=[CH:25][CH:24]=[CH:23][CH:22]=4)[CH:17]=3)(=[O:29])=[O:28])[C:15]=2[CH:16]=1. Given the reactants B.[CH2:2]1[CH2:6][O:5][CH2:4][CH2:3]1.Cl.[OH-].[Na+].C([N:12]([CH2:15][CH3:16])[CH2:13][CH3:14])C.[CH:17]1[C:26]2[C:21](=[CH:22][CH:23]=[CH:24][CH:25]=2)[CH:20]=[CH:19][C:18]=1[S:27](Cl)(=[O:29])=[O:28].[I-:31].[Na+].[CH2:33]1[CH2:37]OC[CH2:34]1, predict the reaction product. (5) The product is: [O:1]1[C:5]2[CH:6]=[CH:7][C:8]([CH:10]([NH:16][C@H:17]([C:22]([OH:24])=[O:23])[CH2:18][CH:19]([CH3:21])[CH3:20])[C:11]([N:13]([CH3:15])[CH3:14])=[O:12])=[CH:9][C:4]=2[CH:3]=[CH:2]1. Given the reactants [O:1]1[C:5]2[CH:6]=[CH:7][C:8]([CH:10]([NH:16][C@H:17]([C:22]([O:24]C)=[O:23])[CH2:18][CH:19]([CH3:21])[CH3:20])[C:11]([N:13]([CH3:15])[CH3:14])=[O:12])=[CH:9][C:4]=2[CH:3]=[CH:2]1.[OH-].[Li+], predict the reaction product. (6) Given the reactants [CH3:1][O:2][C:3]1[CH:8]=[C:7]([N:9]2[CH2:14][CH2:13][N:12]([CH3:15])[CH2:11][CH2:10]2)[CH:6]=[CH:5][C:4]=1[NH:16][C:17]1[N:26]=[C:25]([O:27][C:28]2[CH:33]=[CH:32][CH:31]=[C:30]([N+:34]([O-])=O)[CH:29]=2)[C:24]2[C:19](=[CH:20][CH:21]=[CH:22][CH:23]=2)[N:18]=1, predict the reaction product. The product is: [NH2:34][C:30]1[CH:29]=[C:28]([CH:33]=[CH:32][CH:31]=1)[O:27][C:25]1[C:24]2[C:19](=[CH:20][CH:21]=[CH:22][CH:23]=2)[N:18]=[C:17]([NH:16][C:4]2[CH:5]=[CH:6][C:7]([N:9]3[CH2:10][CH2:11][N:12]([CH3:15])[CH2:13][CH2:14]3)=[CH:8][C:3]=2[O:2][CH3:1])[N:26]=1. (7) Given the reactants Br[C:2]1[CH:3]=[C:4]2[C:8](=[CH:9][CH:10]=1)[N:7]([CH3:11])[N:6]=[CH:5]2.C([Li])CCC.[C:17](OCC)(=[O:23])[C:18]([O:20][CH2:21][CH3:22])=[O:19], predict the reaction product. The product is: [CH3:11][N:7]1[C:8]2[C:4](=[CH:3][C:2]([C:17](=[O:23])[C:18]([O:20][CH2:21][CH3:22])=[O:19])=[CH:10][CH:9]=2)[CH:5]=[N:6]1.